Dataset: Forward reaction prediction with 1.9M reactions from USPTO patents (1976-2016). Task: Predict the product of the given reaction. (1) Given the reactants [CH2:1]([O:3][C:4](=[O:12])[CH2:5][C:6]1[CH:7]=[N:8][CH:9]=[CH:10][CH:11]=1)[CH3:2].[H-].[Na+].C1OCCOCCOCCOCCOCC[O:17][CH2:16]1.C(OC=O)C.[Cl-].[NH4+], predict the reaction product. The product is: [CH2:1]([O:3][C:4](=[O:12])[C:5]([C:6]1[CH:7]=[N:8][CH:9]=[CH:10][CH:11]=1)=[CH:16][OH:17])[CH3:2]. (2) Given the reactants [NH2:1][CH2:2][C:3]1[CH:8]=[CH:7][C:6]([OH:9])=[CH:5][CH:4]=1.Br[CH2:11][C:12]([O:14][C:15]([CH3:18])([CH3:17])[CH3:16])=[O:13], predict the reaction product. The product is: [OH:9][C:6]1[CH:7]=[CH:8][C:3]([CH2:2][NH:1][CH2:11][C:12]([O:14][C:15]([CH3:18])([CH3:17])[CH3:16])=[O:13])=[CH:4][CH:5]=1.